This data is from NCI-60 drug combinations with 297,098 pairs across 59 cell lines. The task is: Regression. Given two drug SMILES strings and cell line genomic features, predict the synergy score measuring deviation from expected non-interaction effect. (1) Drug 1: CNC(=O)C1=CC=CC=C1SC2=CC3=C(C=C2)C(=NN3)C=CC4=CC=CC=N4. Drug 2: CCCCC(=O)OCC(=O)C1(CC(C2=C(C1)C(=C3C(=C2O)C(=O)C4=C(C3=O)C=CC=C4OC)O)OC5CC(C(C(O5)C)O)NC(=O)C(F)(F)F)O. Cell line: SF-268. Synergy scores: CSS=4.98, Synergy_ZIP=-0.581, Synergy_Bliss=-0.797, Synergy_Loewe=-1.04, Synergy_HSA=-2.38. (2) Drug 1: CC12CCC(CC1=CCC3C2CCC4(C3CC=C4C5=CN=CC=C5)C)O. Drug 2: CC1=C(C=C(C=C1)NC(=O)C2=CC=C(C=C2)CN3CCN(CC3)C)NC4=NC=CC(=N4)C5=CN=CC=C5. Cell line: SF-539. Synergy scores: CSS=7.83, Synergy_ZIP=-5.11, Synergy_Bliss=-4.25, Synergy_Loewe=-2.30, Synergy_HSA=-1.89.